Dataset: Peptide-MHC class I binding affinity with 185,985 pairs from IEDB/IMGT. Task: Regression. Given a peptide amino acid sequence and an MHC pseudo amino acid sequence, predict their binding affinity value. This is MHC class I binding data. (1) The MHC is HLA-A31:01 with pseudo-sequence HLA-A31:01. The peptide sequence is RVLSFIKGTK. The binding affinity (normalized) is 0.544. (2) The peptide sequence is RRLTARGLLN. The binding affinity (normalized) is 0.763. The MHC is Mamu-B03 with pseudo-sequence Mamu-B03. (3) The peptide sequence is GLFSSDLKKL. The MHC is HLA-B08:01 with pseudo-sequence HLA-B08:01. The binding affinity (normalized) is 0. (4) The peptide sequence is FHLYLSIEM. The MHC is H-2-Db with pseudo-sequence H-2-Db. The binding affinity (normalized) is 0.196. (5) The MHC is HLA-A11:01 with pseudo-sequence HLA-A11:01. The binding affinity (normalized) is 0.726. The peptide sequence is NSTCYVFGLY. (6) The peptide sequence is KSLFNTVATLY. The MHC is HLA-A26:03 with pseudo-sequence HLA-A26:03. The binding affinity (normalized) is 0.0847. (7) The binding affinity (normalized) is 0.787. The peptide sequence is YVDIIGLSV. The MHC is HLA-A02:50 with pseudo-sequence HLA-A02:50.